Dataset: Full USPTO retrosynthesis dataset with 1.9M reactions from patents (1976-2016). Task: Predict the reactants needed to synthesize the given product. (1) Given the product [C:4]([O:6][CH2:9][CH3:10])(=[O:5])[CH3:3].[CH3:9][CH2:10][CH2:11][CH2:12][CH2:13][CH2:14][CH3:15], predict the reactants needed to synthesize it. The reactants are: [C:4]([OH:6])(=[O:5])/[CH:3]=[CH:3]\[C:4]([OH:6])=[O:5].[CH3:9][CH2:10][CH2:11][CH2:12][CH2:13][CH2:14][CH3:15]. (2) Given the product [Cl:1][C:2]1[CH:3]=[CH:4][C:5]([S:8]([N:11]2[CH:16]=[CH:15][C:14]3[NH:32][N:19]=[CH:18][C:13]=3[CH:12]2[C:22]([O:24][CH2:25][CH3:26])=[O:23])(=[O:10])=[O:9])=[CH:6][CH:7]=1, predict the reactants needed to synthesize it. The reactants are: [Cl:1][C:2]1[CH:7]=[CH:6][C:5]([S:8]([N:11]2[CH:16]=[CH:15][C:14](=O)[C:13](=[CH:18][N:19](C)C)[CH:12]2[C:22]([O:24][CH2:25][CH3:26])=[O:23])(=[O:10])=[O:9])=[CH:4][CH:3]=1.C(O)(=O)C.O.[NH2:32]N. (3) Given the product [CH2:22]([O:21][C:19]([C:17]1[C:16]([O:24][C:25]2[CH:30]=[CH:29][CH:28]=[C:27]([O:31][C:32]([F:33])([F:34])[F:35])[CH:26]=2)=[N:15][N:14]([C:5]2[CH:6]=[CH:7][C:8]([C:10]([F:12])([F:13])[F:11])=[CH:9][C:4]=2[NH2:1])[N:18]=1)=[O:20])[CH3:23], predict the reactants needed to synthesize it. The reactants are: [N+:1]([C:4]1[CH:9]=[C:8]([C:10]([F:13])([F:12])[F:11])[CH:7]=[CH:6][C:5]=1[N:14]1[N:18]=[C:17]([C:19]([O:21][CH2:22][CH3:23])=[O:20])[C:16]([O:24][C:25]2[CH:30]=[CH:29][CH:28]=[C:27]([O:31][C:32]([F:35])([F:34])[F:33])[CH:26]=2)=[N:15]1)([O-])=O.S(S([O-])=O)([O-])=O.[Na+].[Na+]. (4) Given the product [Cl:24][C:25]1[CH:30]=[CH:29][N:28]=[C:27]([CH2:31][NH:32][C:33]2[O:34][C:35]3[C:41]([O:42][CH3:43])=[CH:40][C:39]([C:44]([N:11]4[CH2:10][CH:9]5[N:6]([CH2:7][CH2:8]5)[C:5](=[O:12])[CH:4]4[CH2:3][O:2][CH3:1])=[O:45])=[CH:38][C:36]=3[N:37]=2)[CH:26]=1, predict the reactants needed to synthesize it. The reactants are: [CH3:1][O:2][CH2:3][CH:4]1[NH:11][CH2:10][CH:9]2[N:6]([CH2:7][CH2:8]2)[C:5]1=[O:12].CN(C)CCCN=C=NCC.[Cl:24][C:25]1[CH:30]=[CH:29][N:28]=[C:27]([CH2:31][NH:32][C:33]2[O:34][C:35]3[C:41]([O:42][CH3:43])=[CH:40][C:39]([C:44](O)=[O:45])=[CH:38][C:36]=3[N:37]=2)[CH:26]=1.C(#N)C. (5) Given the product [Cl:11][C:12]1[CH:17]=[CH:16][N:15]=[C:14]([C:18]([CH:20]2[CH2:21][CH2:22]2)=[O:19])[C:13]=1[CH3:23], predict the reactants needed to synthesize it. The reactants are: C(Cl)(=O)C(Cl)=O.CS(C)=O.[Cl:11][C:12]1[CH:17]=[CH:16][N:15]=[C:14]([CH:18]([CH:20]2[CH2:22][CH2:21]2)[OH:19])[C:13]=1[CH3:23].C(N(CC)CC)C.